This data is from Reaction yield outcomes from USPTO patents with 853,638 reactions. The task is: Predict the reaction yield, written as a fraction of the theoretical maximum amount of product (1.0 means a 100% yield; for example, 0.34 means a 34% yield). The yield is 0.950. No catalyst specified. The product is [C:1]([C:6]1[S:10][C:9]([CH2:11][OH:12])=[CH:8][CH:7]=1)([CH2:4][CH3:5])([CH3:2])[CH3:3]. The reactants are [C:1]([C:6]1[S:10][C:9]([CH:11]=[O:12])=[CH:8][CH:7]=1)([CH2:4][CH3:5])([CH3:3])[CH3:2].[BH4-].[K+].